From a dataset of Reaction yield outcomes from USPTO patents with 853,638 reactions. Predict the reaction yield, written as a fraction of the theoretical maximum amount of product (1.0 means a 100% yield; for example, 0.34 means a 34% yield). (1) The reactants are [N+:1]([C:4]1[CH:9]=[CH:8][C:7]([S:10]([N:13]2[CH2:17][CH2:16][S:15][CH:14]2[C:18]([O:20][CH3:21])=[O:19])(=[O:12])=[O:11])=[CH:6][CH:5]=1)([O-])=O.[ClH:22]. The catalyst is CO.[Pd]. The product is [ClH:22].[NH2:1][C:4]1[CH:9]=[CH:8][C:7]([S:10]([N:13]2[CH2:17][CH2:16][S:15][CH:14]2[C:18]([O:20][CH3:21])=[O:19])(=[O:12])=[O:11])=[CH:6][CH:5]=1. The yield is 0.720. (2) The product is [CH3:4][C:2]([C:5]1[S:6][C:7]([C:18]2[CH:23]=[CH:22][N:21]=[C:20]([CH3:24])[N:19]=2)=[C:8]([C:10]2[C:11]([F:17])=[C:12]([NH:13][S:32]([C:28]3[CH:29]=[CH:30][CH:31]=[C:26]([F:25])[CH:27]=3)(=[O:34])=[O:33])[CH:14]=[CH:15][CH:16]=2)[N:9]=1)([CH3:1])[CH3:3]. The reactants are [CH3:1][C:2]([C:5]1[S:6][C:7]([C:18]2[CH:23]=[CH:22][N:21]=[C:20]([CH3:24])[N:19]=2)=[C:8]([C:10]2[C:11]([F:17])=[C:12]([CH:14]=[CH:15][CH:16]=2)[NH2:13])[N:9]=1)([CH3:4])[CH3:3].[F:25][C:26]1[CH:27]=[C:28]([S:32](Cl)(=[O:34])=[O:33])[CH:29]=[CH:30][CH:31]=1.N1C=CC=CC=1. The catalyst is ClCCl. The yield is 0.810. (3) The yield is 0.430. The reactants are [O:1]=[C:2]([C:9]1[CH:14]=[CH:13][N:12]=[CH:11][CH:10]=1)[CH2:3][C:4]([O:6][CH2:7][CH3:8])=[O:5].[H-].[Na+].[F:17][C:18]([F:28])([F:27])[C:19]1[CH:26]=[CH:25][C:22]([CH2:23]Br)=[CH:21][CH:20]=1.O. The product is [O:1]=[C:2]([C:9]1[CH:14]=[CH:13][N:12]=[CH:11][CH:10]=1)[CH:3]([CH2:23][C:22]1[CH:21]=[CH:20][C:19]([C:18]([F:17])([F:27])[F:28])=[CH:26][CH:25]=1)[C:4]([O:6][CH2:7][CH3:8])=[O:5]. The catalyst is COCCOC. (4) The reactants are [Br:1][C:2]1[C:3]([CH2:9][CH3:10])=[CH:4][C:5]([NH2:8])=[N:6][CH:7]=1.[N+:11]([O-])([OH:13])=[O:12].O.[OH-].[Na+]. The catalyst is OS(O)(=O)=O. The product is [Br:1][C:2]1[C:3]([CH2:9][CH3:10])=[C:4]([N+:11]([O-:13])=[O:12])[C:5]([NH2:8])=[N:6][CH:7]=1. The yield is 0.580.